From a dataset of Catalyst prediction with 721,799 reactions and 888 catalyst types from USPTO. Predict which catalyst facilitates the given reaction. (1) Reactant: [CH2:1]([O:7][C:8]1[C:9](Cl)=[C:10](O)[C:11](OCCCCCC)=[C:12]([CH:14]=1)[OH:13])[CH2:2][CH2:3][CH2:4][CH2:5][CH3:6].[B:33]1([B:33]2[O:37][C:36]([CH3:39])([CH3:38])[C:35]([CH3:41])([CH3:40])[O:34]2)[O:37][C:36]([CH3:39])([CH3:38])[C:35]([CH3:41])([CH3:40])[O:34]1.[C:42]([O-])(=O)[CH3:43].[K+]. Product: [CH2:1]([O:13][C:12]1[CH:14]=[C:8]([O:7][CH2:1][CH2:2][CH2:3][CH2:4][CH2:5][CH3:6])[CH:9]=[CH:10][C:11]=1[B:33]1[O:34][C:35]([CH3:40])([CH3:41])[C:36]([CH3:38])([CH3:39])[O:37]1)[CH2:2][CH2:3][CH2:4][CH2:42][CH3:43]. The catalyst class is: 12. (2) Reactant: CCN(C(C)C)C(C)C.[NH2:10][C@H:11]([C:13]1[C:14](=[O:24])[NH:15][C:16]2[C:21]([CH:22]=1)=[CH:20][C:19]([Cl:23])=[CH:18][CH:17]=2)[CH3:12].F[C:26]1[C:31](=[O:32])[NH:30][C:29]([C:33]#[N:34])=[CH:28][CH:27]=1.CCOC(C)=O. Product: [Cl:23][C:19]1[CH:20]=[C:21]2[C:16](=[CH:17][CH:18]=1)[NH:15][C:14](=[O:24])[C:13]([C@@H:11]([NH:10][C:26]1[C:31](=[O:32])[NH:30][C:29]([C:33]#[N:34])=[CH:28][CH:27]=1)[CH3:12])=[CH:22]2. The catalyst class is: 16. (3) Reactant: C(=O)([O-])[O-].[K+].[K+].[CH2:7]([NH2:15])[CH2:8][CH2:9][CH2:10][CH2:11][CH2:12][CH2:13][CH3:14].[CH:16]1[C:25]2[C:20](=[CH:21][CH:22]=[CH:23][CH:24]=2)[CH:19]=[CH:18][C:17]=1[O:26][CH2:27][CH2:28]Cl. Product: [CH2:7]([NH:15][CH2:28][CH2:27][O:26][C:17]1[CH:18]=[CH:19][C:20]2[C:25](=[CH:24][CH:23]=[CH:22][CH:21]=2)[CH:16]=1)[CH2:8][CH2:9][CH2:10][CH2:11][CH2:12][CH2:13][CH3:14]. The catalyst class is: 58. (4) Reactant: [CH3:1][O:2][C:3](=[O:40])[C@H:4]([NH:20][C:21]([C:23]1[CH:24]=[C:25]([C:30]2[CH:35]=[CH:34][C:33]([C:36]([F:39])([F:38])[F:37])=[CH:32][CH:31]=2)[CH:26]=[CH:27][C:28]=1[NH2:29])=[O:22])[CH2:5][C:6]1[CH:11]=[CH:10][C:9]([C:12]2[CH:17]=[CH:16][C:15]([F:18])=[C:14]([Cl:19])[CH:13]=2)=[CH:8][CH:7]=1.[C:41](Cl)(=[O:45])[CH:42]([CH3:44])[CH3:43]. Product: [CH3:1][O:2][C:3](=[O:40])[C@H:4]([NH:20][C:21]([C:23]1[CH:24]=[C:25]([C:30]2[CH:31]=[CH:32][C:33]([C:36]([F:39])([F:38])[F:37])=[CH:34][CH:35]=2)[CH:26]=[CH:27][C:28]=1[NH:29][C:41](=[O:45])[CH:42]([CH3:44])[CH3:43])=[O:22])[CH2:5][C:6]1[CH:11]=[CH:10][C:9]([C:12]2[CH:17]=[CH:16][C:15]([F:18])=[C:14]([Cl:19])[CH:13]=2)=[CH:8][CH:7]=1. The catalyst class is: 2. (5) Reactant: [CH2:1]([N:3]([CH2:19][CH3:20])[C:4]([C:6]1[CH:14]=[C:13]2[C:9]([C:10]([CH2:15][C@H:16]([NH2:18])[CH3:17])=[CH:11][NH:12]2)=[CH:8][CH:7]=1)=[O:5])[CH3:2].[CH2:21]([O:28][C:29]1[CH:34]=[CH:33][C:32]([C@@H:35]([O:38][Si:39]([CH2:44][CH3:45])([CH2:42][CH3:43])[CH2:40][CH3:41])[CH2:36]I)=[CH:31][C:30]=1[NH:46][S:47]([CH3:50])(=[O:49])=[O:48])[C:22]1[CH:27]=[CH:26][CH:25]=[CH:24][CH:23]=1. Product: [CH2:19]([N:3]([CH2:1][CH3:2])[C:4]([C:6]1[CH:14]=[C:13]2[C:9]([C:10]([CH2:15][C@H:16]([NH:18][CH2:36][C@@H:35]([C:32]3[CH:33]=[CH:34][C:29]([O:28][CH2:21][C:22]4[CH:23]=[CH:24][CH:25]=[CH:26][CH:27]=4)=[C:30]([NH:46][S:47]([CH3:50])(=[O:49])=[O:48])[CH:31]=3)[O:38][Si:39]([CH2:40][CH3:41])([CH2:42][CH3:43])[CH2:44][CH3:45])[CH3:17])=[CH:11][NH:12]2)=[CH:8][CH:7]=1)=[O:5])[CH3:20]. The catalyst class is: 10. (6) Reactant: C([O:8][C:9]1[C:14]([CH2:15][CH3:16])=[CH:13][CH:12]=[CH:11][C:10]=1[CH2:17][C:18]([O:20][CH3:21])=[O:19])C1C=CC=CC=1. Product: [CH2:15]([C:14]1[C:9]([OH:8])=[C:10]([CH2:17][C:18]([O:20][CH3:21])=[O:19])[CH:11]=[CH:12][CH:13]=1)[CH3:16]. The catalyst class is: 352.